The task is: Predict the reactants needed to synthesize the given product.. This data is from Full USPTO retrosynthesis dataset with 1.9M reactions from patents (1976-2016). (1) Given the product [F:9][C:3]1[C:4]([F:8])=[CH:5][CH:6]=[CH:7][C:2]=1[C:26]1([OH:29])[CH2:27][CH2:28][N:24]([C:17]([O:19][C:20]([CH3:22])([CH3:21])[CH3:23])=[O:18])[CH2:25]1, predict the reactants needed to synthesize it. The reactants are: Br[C:2]1[CH:7]=[CH:6][CH:5]=[C:4]([F:8])[C:3]=1[F:9].C([Li])CCCCC.[C:17]([N:24]1[CH2:28][CH2:27][C:26](=[O:29])[CH2:25]1)([O:19][C:20]([CH3:23])([CH3:22])[CH3:21])=[O:18].[Cl-].[NH4+]. (2) Given the product [NH2:1][C:2]1[CH:7]=[CH:6][C:5]([C:8]2[CH2:9][C@@H:10]3[N:16]([CH:17]=2)[C:15](=[O:18])[C:14]2[CH:19]=[C:20]([O:61][CH3:62])[C:21]([O:23][CH2:24][CH2:25][CH2:26][O:27][C:28]4[C:58]([O:59][CH3:60])=[CH:57][C:31]5[C:32](=[O:56])[N:33]6[CH:48]=[C:47]([C:92]#[C:91][Si:93]([CH3:96])([CH3:95])[CH3:94])[CH2:46][C@H:34]6[C:35](=[O:45])[N:36]([CH2:37][O:38][CH2:39][CH2:40][Si:41]([CH3:44])([CH3:43])[CH3:42])[C:30]=5[CH:29]=4)=[CH:22][C:13]=2[N:12]([CH2:63][O:64][CH2:65][CH2:66][Si:67]([CH3:70])([CH3:69])[CH3:68])[C:11]3=[O:71])=[CH:4][CH:3]=1, predict the reactants needed to synthesize it. The reactants are: [NH2:1][C:2]1[CH:7]=[CH:6][C:5]([C:8]2[CH2:9][C@@H:10]3[N:16]([CH:17]=2)[C:15](=[O:18])[C:14]2[CH:19]=[C:20]([O:61][CH3:62])[C:21]([O:23][CH2:24][CH2:25][CH2:26][O:27][C:28]4[C:58]([O:59][CH3:60])=[CH:57][C:31]5[C:32](=[O:56])[N:33]6[CH:48]=[C:47](S(C(F)(F)F)(=O)=O)[CH2:46][C@H:34]6[C:35](=[O:45])[N:36]([CH2:37][O:38][CH2:39][CH2:40][Si:41]([CH3:44])([CH3:43])[CH3:42])[C:30]=5[CH:29]=4)=[CH:22][C:13]=2[N:12]([CH2:63][O:64][CH2:65][CH2:66][Si:67]([CH3:70])([CH3:69])[CH3:68])[C:11]3=[O:71])=[CH:4][CH:3]=1.C1C=CC(P(C2C=CC=CC=2)C2C=CC=CC=2)=CC=1.[C:91]([Si:93]([CH3:96])([CH3:95])[CH3:94])#[CH:92].